Dataset: Reaction yield outcomes from USPTO patents with 853,638 reactions. Task: Predict the reaction yield, written as a fraction of the theoretical maximum amount of product (1.0 means a 100% yield; for example, 0.34 means a 34% yield). The yield is 0.660. No catalyst specified. The reactants are [F:1][C:2]1[CH:24]=[C:23]([N+:25]([O-:27])=[O:26])[CH:22]=[CH:21][C:3]=1[O:4][C:5]1[CH:10]=[CH:9][N:8]=[C:7]2[CH:11]=[C:12](C3C=CC(O)=CC=3)[S:13][C:6]=12.[OH:28][C:29]1[CH:30]=[C:31](B(O)O)[CH:32]=[CH:33][CH:34]=1. The product is [F:1][C:2]1[CH:24]=[C:23]([N+:25]([O-:27])=[O:26])[CH:22]=[CH:21][C:3]=1[O:4][C:5]1[CH:10]=[CH:9][N:8]=[C:7]2[CH:11]=[C:12]([C:33]3[CH:34]=[C:29]([OH:28])[CH:30]=[CH:31][CH:32]=3)[S:13][C:6]=12.